From a dataset of Full USPTO retrosynthesis dataset with 1.9M reactions from patents (1976-2016). Predict the reactants needed to synthesize the given product. (1) Given the product [OH:1][C:2]1[C:11]2[C:6](=[CH:7][C:8]([C:12]([F:15])([F:14])[F:13])=[CH:9][CH:10]=2)[N:5]=[CH:4][C:3]=1[CH2:16][Cl:20], predict the reactants needed to synthesize it. The reactants are: [OH:1][C:2]1[C:11]2[C:6](=[CH:7][C:8]([C:12]([F:15])([F:14])[F:13])=[CH:9][CH:10]=2)[N:5]=[CH:4][C:3]=1[CH2:16]O.S(Cl)([Cl:20])=O. (2) Given the product [OH:25][C:3]1[CH:2]=[CH:1][C:6]2[CH2:7][C@H:8]3[N:13]([CH2:14][CH:15]4[CH2:16][CH2:17]4)[CH2:12][CH2:11][C@:10]45[C:5]=2[C:4]=1[O:19][C@H:18]4[CH2:20][CH2:22][CH2:23][C@@:9]35[OH:24], predict the reactants needed to synthesize it. The reactants are: [CH:1]1[C:6]2[CH2:7][C@H:8]3[N:13]([CH2:14][CH:15]4[CH2:17][CH2:16]4)[CH2:12][CH2:11][C@:10]45[C@H:18]([C:20]([CH2:22][CH2:23][C@@:9]34[OH:24])=O)[O:19][C:4]([C:5]=25)=[C:3]([OH:25])[CH:2]=1.Cl.O.NN.[OH-].[K+].Cl. (3) Given the product [Cl:1][C:2]1[N:7]=[N:6][C:5]([C:8]([O:10][CH3:11])=[O:9])=[CH:4][CH:3]=1, predict the reactants needed to synthesize it. The reactants are: [Cl:1][C:2]1[N:7]=[N:6][C:5]([C:8]([OH:10])=[O:9])=[CH:4][CH:3]=1.[C:11](Cl)(=O)C(Cl)=O. (4) Given the product [F:17][C:4]1[CH:3]=[C:2]([C:24]2[CH:25]=[C:20]([CH:21]=[CH:22][CH:23]=2)[C:18]#[N:19])[C:10]2[N:9]3[CH2:11][CH2:12][NH:13][C:14](=[O:15])[C:8]3=[C:7]([CH3:16])[C:6]=2[CH:5]=1, predict the reactants needed to synthesize it. The reactants are: Br[C:2]1[C:10]2[N:9]3[CH2:11][CH2:12][NH:13][C:14](=[O:15])[C:8]3=[C:7]([CH3:16])[C:6]=2[CH:5]=[C:4]([F:17])[CH:3]=1.[C:18]([C:20]1[CH:21]=[C:22](B(O)O)[CH:23]=[CH:24][CH:25]=1)#[N:19]. (5) Given the product [N+:1]([CH:4]([CH3:15])[CH:5]([O:14][C:21](=[O:23])[CH3:22])[CH2:6][CH2:7][C:8]1[CH:13]=[CH:12][CH:11]=[CH:10][CH:9]=1)([O-:3])=[O:2], predict the reactants needed to synthesize it. The reactants are: [N+:1]([CH:4]([CH3:15])[CH:5]([OH:14])[CH2:6][CH2:7][C:8]1[CH:13]=[CH:12][CH:11]=[CH:10][CH:9]=1)([O-:3])=[O:2].S(=O)(=O)(O)O.[C:21](OC(=O)C)(=[O:23])[CH3:22]. (6) Given the product [CH3:9][C:4]1[CH:5]=[C:6]([C:16]2[CH:17]=[CH:18][C:13]([S:10]([CH3:22])(=[O:12])=[O:11])=[CH:14][CH:15]=2)[N:7]=[C:2]([NH2:1])[N:3]=1, predict the reactants needed to synthesize it. The reactants are: [NH2:1][C:2]1[N:7]=[C:6](Cl)[CH:5]=[C:4]([CH3:9])[N:3]=1.[S:10](=[C:13]1[CH:18]=[CH:17][C:16](B(O)O)=[CH:15][CH2:14]1)(=[O:12])=[O:11].[CH2:22](OCC)C. (7) Given the product [O:14]1[C:10]2([CH2:15][CH2:16][C:7]([C:22]3[C:23]4[C:28](=[CH:27][CH:26]=[CH:25][CH:24]=4)[N:19]=[CH:20][CH:21]=3)=[CH:8][CH2:9]2)[O:11][CH2:12][CH2:13]1, predict the reactants needed to synthesize it. The reactants are: FC(F)(F)S(O[C:7]1[CH2:16][CH2:15][C:10]2([O:14][CH2:13][CH2:12][O:11]2)[CH2:9][CH:8]=1)(=O)=O.[NH:19]1[C:28]2[C:23](=[CH:24][CH:25]=[CH:26][CH:27]=2)[C:22](B(O)O)=[CH:21][C:20]1=O.[K+].[Br-].C(=O)([O-])[O-].[Na+].[Na+].